This data is from Buchwald-Hartwig C-N cross coupling reaction yields with 55,370 reactions. The task is: Predict the reaction yield, written as a fraction of the theoretical maximum amount of product (1.0 means a 100% yield; for example, 0.34 means a 34% yield). (1) The reactants are COc1ccc(Br)cc1.Cc1ccc(N)cc1.O=S(=O)(O[Pd]1c2ccccc2-c2ccccc2N~1)C(F)(F)F.CC(C)c1cc(C(C)C)c(-c2ccccc2P(C2CCCCC2)C2CCCCC2)c(C(C)C)c1.CN1CCCN2CCCN=C12.CCOC(=O)c1cnoc1C. No catalyst specified. The product is COc1ccc(Nc2ccc(C)cc2)cc1. The yield is 0.0530. (2) The reactants are FC(F)(F)c1ccc(Cl)cc1.Cc1ccc(N)cc1.O=S(=O)(O[Pd]1c2ccccc2-c2ccccc2N~1)C(F)(F)F.COc1ccc(OC)c(P([C@]23C[C@H]4C[C@H](C[C@H](C4)C2)C3)[C@]23C[C@H]4C[C@H](C[C@H](C4)C2)C3)c1-c1c(C(C)C)cc(C(C)C)cc1C(C)C.CN1CCCN2CCCN=C12.COC(=O)c1cc(-c2ccco2)on1. No catalyst specified. The product is Cc1ccc(Nc2ccc(C(F)(F)F)cc2)cc1. The yield is 0.0210. (3) The reactants are Clc1cccnc1.Cc1ccc(N)cc1.O=S(=O)(O[Pd]1c2ccccc2-c2ccccc2N~1)C(F)(F)F.COc1ccc(OC)c(P([C@]23C[C@H]4C[C@H](C[C@H](C4)C2)C3)[C@]23C[C@H]4C[C@H](C[C@H](C4)C2)C3)c1-c1c(C(C)C)cc(C(C)C)cc1C(C)C.CN(C)C(=NC(C)(C)C)N(C)C.Fc1cccc(F)c1-c1ccno1. No catalyst specified. The product is Cc1ccc(Nc2cccnc2)cc1. The yield is 0.0173. (4) The reactants are CCc1ccc(Br)cc1.Cc1ccc(N)cc1.O=S(=O)(O[Pd]1c2ccccc2-c2ccccc2N~1)C(F)(F)F.CC(C)c1cc(C(C)C)c(-c2ccccc2P(C2CCCCC2)C2CCCCC2)c(C(C)C)c1.CN1CCCN2CCCN=C12.Fc1cccc(F)c1-c1ccno1. No catalyst specified. The product is CCc1ccc(Nc2ccc(C)cc2)cc1. The yield is 0.0924. (5) The reactants are Ic1ccccn1.Cc1ccc(N)cc1.O=S(=O)(O[Pd]1c2ccccc2-c2ccccc2N~1)C(F)(F)F.COc1ccc(OC)c(P(C(C)(C)C)C(C)(C)C)c1-c1c(C(C)C)cc(C(C)C)cc1C(C)C.CN1CCCN2CCCN=C12.Cc1ccon1. No catalyst specified. The product is Cc1ccc(Nc2ccccn2)cc1. The yield is 0.988. (6) The reactants are FC(F)(F)c1ccc(I)cc1.Cc1ccc(N)cc1.O=S(=O)(O[Pd]1c2ccccc2-c2ccccc2N~1)C(F)(F)F.COc1ccc(OC)c(P(C(C)(C)C)C(C)(C)C)c1-c1c(C(C)C)cc(C(C)C)cc1C(C)C.CN(C)C(=NC(C)(C)C)N(C)C.c1ccc(CN(Cc2ccccc2)c2ccon2)cc1. No catalyst specified. The product is Cc1ccc(Nc2ccc(C(F)(F)F)cc2)cc1. The yield is 0.368. (7) No catalyst specified. The yield is 0.00656. The product is COc1ccc(Nc2ccc(C)cc2)cc1. The reactants are COc1ccc(Cl)cc1.Cc1ccc(N)cc1.O=S(=O)(O[Pd]1c2ccccc2-c2ccccc2N~1)C(F)(F)F.CC(C)c1cc(C(C)C)c(-c2ccccc2P(C(C)(C)C)C(C)(C)C)c(C(C)C)c1.CN(C)C(=NC(C)(C)C)N(C)C.c1ccc(-c2ccno2)cc1.